This data is from Catalyst prediction with 721,799 reactions and 888 catalyst types from USPTO. The task is: Predict which catalyst facilitates the given reaction. Reactant: [CH2:1]([OH:5])[CH2:2][CH2:3][CH3:4].N1C=CC=CC=1.[Cl:12][C:13]1[CH:18]=[CH:17][CH:16]=[CH:15][C:14]=1[O:19][P:20](Cl)([O:22][C:23]1[CH:28]=[CH:27][CH:26]=[CH:25][C:24]=1[Cl:29])=[O:21]. The catalyst class is: 2. Product: [P:20]([O:19][C:14]1[CH:15]=[CH:16][CH:17]=[CH:18][C:13]=1[Cl:12])([O:22][C:23]1[CH:28]=[CH:27][CH:26]=[CH:25][C:24]=1[Cl:29])([O:5][CH2:1][CH2:2][CH2:3][CH3:4])=[O:21].